Dataset: Reaction yield outcomes from USPTO patents with 853,638 reactions. Task: Predict the reaction yield, written as a fraction of the theoretical maximum amount of product (1.0 means a 100% yield; for example, 0.34 means a 34% yield). (1) The reactants are [NH2:1][C:2]1[CH:3]=[C:4]([NH:8][C:9](=[O:18])[C:10]2[CH:15]=[CH:14][C:13]([F:16])=[CH:12][C:11]=2[Cl:17])[CH:5]=[CH:6][CH:7]=1.[C:19]([O:23][C:24]([N:26]1[CH2:31][CH2:30][C:29](=O)[CH2:28][C@@H:27]1[CH3:33])=[O:25])([CH3:22])([CH3:21])[CH3:20].C(O)(=O)C.C(O[BH-](OC(=O)C)OC(=O)C)(=O)C.[Na+]. The catalyst is O1CCCC1.CO. The product is [C:19]([O:23][C:24]([N:26]1[CH2:31][CH2:30][C@H:29]([NH:1][C:2]2[CH:7]=[CH:6][CH:5]=[C:4]([NH:8][C:9](=[O:18])[C:10]3[CH:15]=[CH:14][C:13]([F:16])=[CH:12][C:11]=3[Cl:17])[CH:3]=2)[CH2:28][C@@H:27]1[CH3:33])=[O:25])([CH3:22])([CH3:20])[CH3:21]. The yield is 0.460. (2) The reactants are [O:1]1[CH2:6][CH2:5][CH2:4][CH2:3][CH:2]1[N:7]1[CH:11]=[C:10]([C:12]2[CH:13]=[C:14]3[C:19](=[CH:20][CH:21]=2)[N:18]([CH2:22][CH:23]2[CH2:28][CH2:27][N:26](C(OCC4C=CC=CC=4)=O)[CH2:25][CH2:24]2)[CH2:17][CH2:16][CH2:15]3)[CH:9]=[N:8]1.CO.ClCCl. The catalyst is C(O)C.[Pd]. The product is [NH:26]1[CH2:27][CH2:28][CH:23]([CH2:22][N:18]2[C:19]3[C:14](=[CH:13][C:12]([C:10]4[CH:9]=[N:8][N:7]([CH:2]5[CH2:3][CH2:4][CH2:5][CH2:6][O:1]5)[CH:11]=4)=[CH:21][CH:20]=3)[CH2:15][CH2:16][CH2:17]2)[CH2:24][CH2:25]1. The yield is 0.680. (3) The reactants are BrC[CH2:3][CH2:4][CH2:5][C:6]([CH3:21])([C:15]1C=CC=CC=1)[CH2:7][O:8][CH:9]1[CH2:14][CH2:13][CH2:12][CH2:11][O:10]1.[Br:22]CCCC(C)(C)CO.O1C=CCCC1. The yield is 0.900. The product is [Br:22][CH2:3][CH2:4][CH2:5][C:6]([CH3:21])([CH3:15])[CH2:7][O:8][CH:9]1[CH2:14][CH2:13][CH2:12][CH2:11][O:10]1. The catalyst is C(Cl)Cl.O.C1(C)C=CC(S(O)(=O)=O)=CC=1. (4) The reactants are BrC1C=CC([O:6][C:7]2[C:16]3[C:11](=[CH:12][C:13]([O:19][CH2:20][CH2:21][CH2:22][N:23]([CH3:28])[S:24]([CH3:27])(=[O:26])=[O:25])=[C:14]([O:17][CH3:18])[CH:15]=3)[N:10]=[CH:9][N:8]=2)=C(F)C=1.C(=O)([O-])O.[Na+]. The catalyst is Cl. The product is [CH3:18][O:17][C:14]1[CH:15]=[C:16]2[C:11](=[CH:12][C:13]=1[O:19][CH2:20][CH2:21][CH2:22][N:23]([CH3:28])[S:24]([CH3:27])(=[O:26])=[O:25])[N:10]=[CH:9][NH:8][C:7]2=[O:6]. The yield is 0.880. (5) The reactants are [CH2:1]([O:3][C:4]([C:6]1[C:7](=[O:31])[C:8]2[C:13]([C:14]=1[C:15]1[CH:20]=[CH:19][CH:18]=[CH:17][CH:16]=1)=[CH:12][CH:11]=[C:10]([O:21][CH2:22][CH2:23][CH2:24][C:25]1[CH:30]=[CH:29][CH:28]=[CH:27][CH:26]=1)[CH:9]=2)=[O:5])C.C1(C)C=CC(S(O)(=O)=O)=CC=1. The catalyst is CO. The product is [CH3:1][O:3][C:4]([C:6]1[C:7](=[O:31])[C:8]2[C:13]([C:14]=1[C:15]1[CH:20]=[CH:19][CH:18]=[CH:17][CH:16]=1)=[CH:12][CH:11]=[C:10]([O:21][CH2:22][CH2:23][CH2:24][C:25]1[CH:26]=[CH:27][CH:28]=[CH:29][CH:30]=1)[CH:9]=2)=[O:5]. The yield is 0.753. (6) The reactants are C(Cl)(=O)C(Cl)=O.CS(C)=O.[CH2:11]([O:18][C:19]([NH:21][CH2:22][CH:23]([OH:25])[CH3:24])=[O:20])[C:12]1[CH:17]=[CH:16][CH:15]=[CH:14][CH:13]=1.CCN(CC)CC. The catalyst is C(Cl)Cl. The product is [CH2:11]([O:18][C:19]([NH:21][CH2:22][C:23](=[O:25])[CH3:24])=[O:20])[C:12]1[CH:17]=[CH:16][CH:15]=[CH:14][CH:13]=1. The yield is 0.810.